This data is from Full USPTO retrosynthesis dataset with 1.9M reactions from patents (1976-2016). The task is: Predict the reactants needed to synthesize the given product. (1) Given the product [NH2:1][C:2]1[CH2:3][C:4]([C:14]([N:16]([CH2:20][CH2:21][CH3:22])[CH2:17][CH2:18][CH3:19])=[O:15])=[CH:5][C:6]2[CH:12]=[CH:11][C:10]([C:27]3[CH:28]=[N:23][CH:24]=[N:25][CH:26]=3)=[CH:9][C:7]=2[N:8]=1, predict the reactants needed to synthesize it. The reactants are: [NH2:1][C:2]1[CH2:3][C:4]([C:14]([N:16]([CH2:20][CH2:21][CH3:22])[CH2:17][CH2:18][CH3:19])=[O:15])=[CH:5][C:6]2[CH:12]=[CH:11][C:10](Br)=[CH:9][C:7]=2[N:8]=1.[N:23]1[CH:28]=[C:27](B(O)O)[CH:26]=[N:25][CH:24]=1.C1(P(C2CCCCC2)C2C=CC=CC=2C2C(OC)=CC=C(S([O-])(=O)=O)C=2OC)CCCCC1.[Na+]. (2) Given the product [OH:14][C:13]1[CH:20]=[C:19]([CH2:21][CH2:22][CH2:23][S:24][C:25]2[CH:30]=[CH:29][C:28]([C:31]([F:34])([F:33])[F:32])=[CH:27][CH:26]=2)[O:18][C:10](=[O:11])[C:9]=1[C:2]1[C:3]([CH3:8])=[CH:4][C:5]([CH3:7])=[CH:6][C:1]=1[CH3:15], predict the reactants needed to synthesize it. The reactants are: [C:1]1([CH3:15])[CH:6]=[C:5]([CH3:7])[CH:4]=[C:3]([CH3:8])[C:2]=1[C:9](=[C:13]=[O:14])[C:10](Cl)=[O:11].C[Si](C)(C)[O:18][C:19]([CH2:21][CH2:22][CH2:23][S:24][C:25]1[CH:30]=[CH:29][C:28]([C:31]([F:34])([F:33])[F:32])=[CH:27][CH:26]=1)=[CH2:20]. (3) Given the product [CH2:1]([CH:8]1[O:12][C:11](=[O:13])[C:10]([C:32]([CH:26]2[CH2:31][CH2:30][CH2:29][CH2:28][CH2:27]2)=[O:33])=[C:9]1[OH:14])[C:2]1[CH:3]=[CH:4][CH:5]=[CH:6][CH:7]=1, predict the reactants needed to synthesize it. The reactants are: [CH2:1]([CH:8]1[O:12][C:11](=[O:13])[CH:10]=[C:9]1[OH:14])[C:2]1[CH:7]=[CH:6][CH:5]=[CH:4][CH:3]=1.CCN(CC)CC.C(Cl)CCl.[CH:26]1([C:32](O)=[O:33])[CH2:31][CH2:30][CH2:29][CH2:28][CH2:27]1.Cl.[Na+].[Cl-].